Task: Regression/Classification. Given a drug SMILES string, predict its absorption, distribution, metabolism, or excretion properties. Task type varies by dataset: regression for continuous measurements (e.g., permeability, clearance, half-life) or binary classification for categorical outcomes (e.g., BBB penetration, CYP inhibition). For this dataset (solubility_aqsoldb), we predict Y.. Dataset: Aqueous solubility values for 9,982 compounds from the AqSolDB database (1) The compound is NCC[C@H](O)C(=O)N[C@@H]1C[C@H](N)[C@@H](O[C@H]2O[C@H](CN)[C@@H](O)[C@H](O)[C@H]2O)[C@H](O)[C@H]1O[C@H]1O[C@H](CO)[C@@H](O)[C@H](N)[C@H]1O. The Y is -0.500 log mol/L. (2) The compound is COC(=O)c1cc(Oc2ccc(Cl)cc2Cl)ccc1[N+](=O)[O-]. The Y is -5.93 log mol/L. (3) The compound is CC(=O)OC(C)(C)C1CCC(C)C2=C(C1)C(C)CC2. The Y is -5.02 log mol/L.